From a dataset of Full USPTO retrosynthesis dataset with 1.9M reactions from patents (1976-2016). Predict the reactants needed to synthesize the given product. The reactants are: [CH2:1]([O:5][C:6]([NH:8][CH2:9][CH:10]1[CH2:15][CH2:14][N:13]([C:16]2[N:20]([CH3:21])[N:19]=[CH:18][C:17]=2[NH:22][C:23]([C:25]2[N:26]=[C:27](Br)[S:28][C:29]=2[NH:30][C:31](=[O:37])[O:32][C:33]([CH3:36])([CH3:35])[CH3:34])=[O:24])[CH2:12][CH2:11]1)=[O:7])[CH2:2][CH2:3][CH3:4]. Given the product [CH2:1]([O:5][C:6]([NH:8][CH2:9][CH:10]1[CH2:11][CH2:12][N:13]([C:16]2[N:20]([CH3:21])[N:19]=[CH:18][C:17]=2[NH:22][C:23]([C:25]2[N:26]=[CH:27][S:28][C:29]=2[NH:30][C:31](=[O:37])[O:32][C:33]([CH3:36])([CH3:35])[CH3:34])=[O:24])[CH2:14][CH2:15]1)=[O:7])[CH2:2][CH2:3][CH3:4], predict the reactants needed to synthesize it.